Dataset: Reaction yield outcomes from USPTO patents with 853,638 reactions. Task: Predict the reaction yield, written as a fraction of the theoretical maximum amount of product (1.0 means a 100% yield; for example, 0.34 means a 34% yield). (1) The reactants are Cl.[NH2:2][C@H:3]([C:14]([O:16][CH3:17])=[O:15])[CH2:4][C:5]1[C:13]2[C:8](=[CH:9][CH:10]=[CH:11][CH:12]=2)[NH:7][CH:6]=1.C(N(CC)CC)C.[F:25][C:26]1[CH:36]=[C:35]([F:37])[CH:34]=[CH:33][C:27]=1[CH:28]=[CH:29][C:30](O)=[O:31].CCN=C=NCCCN(C)C.Cl. The catalyst is C(Cl)Cl. The product is [F:25][C:26]1[CH:36]=[C:35]([F:37])[CH:34]=[CH:33][C:27]=1[CH:28]=[CH:29][C:30]([NH:2][C@H:3]([C:14]([O:16][CH3:17])=[O:15])[CH2:4][C:5]1[C:13]2[C:8](=[CH:9][CH:10]=[CH:11][CH:12]=2)[NH:7][CH:6]=1)=[O:31]. The yield is 0.990. (2) The reactants are [H-].[Na+].[CH2:3]([C@@H:5]1[CH2:10][O:9][CH2:8][C@H:7]([OH:11])[C@@H:6]1[OH:12])[CH3:4].[CH2:13](Br)[C:14]1[CH:19]=[CH:18][CH:17]=[CH:16][CH:15]=1.CCOCC.C(OCC)(=O)C. The catalyst is CN(C)C=O.C(OCC)(=O)C.CO. The product is [CH2:13]([O:11][C@@H:7]1[C@H:6]([OH:12])[C@H:5]([CH2:3][CH3:4])[CH2:10][O:9][CH2:8]1)[C:14]1[CH:19]=[CH:18][CH:17]=[CH:16][CH:15]=1. The yield is 0.640. (3) The reactants are [F:1][C:2]1[CH:7]=[CH:6][C:5]([F:8])=[CH:4][C:3]=1[N+:9]([O-])=O.CC(=O)OCC. The catalyst is CO.[Pd]. The product is [F:1][C:2]1[CH:7]=[CH:6][C:5]([F:8])=[CH:4][C:3]=1[NH2:9]. The yield is 0.830.